This data is from Forward reaction prediction with 1.9M reactions from USPTO patents (1976-2016). The task is: Predict the product of the given reaction. (1) Given the reactants [CH2:1]1[CH2:10][O:9][C:8]2[CH:7]=[CH:6][C:5]([NH:11][C:12]3[C:17]([F:18])=[CH:16][N:15]=[C:14]([NH:19][C:20]4[CH:25]=[CH:24][CH:23]=[C:22](O)[CH:21]=4)[N:13]=3)=[CH:4][C:3]=2[O:2]1.ClC1N=C(NC2C=CC3OCCOC=3C=2)[C:31](F)=[CH:30][N:29]=1.NC1C=C2C(C=CN2)=CC=1, predict the reaction product. The product is: [CH2:1]1[CH2:10][O:9][C:8]2[CH:7]=[CH:6][C:5]([NH:11][C:12]3[C:17]([F:18])=[CH:16][N:15]=[C:14]([NH:19][C:20]4[CH:21]=[C:22]5[C:23]([CH:31]=[CH:30][NH:29]5)=[CH:24][CH:25]=4)[N:13]=3)=[CH:4][C:3]=2[O:2]1. (2) The product is: [CH3:1][O:2][C:3](=[O:14])[C:4]1[C:5](=[C:7]([NH2:11])[CH:8]=[CH:9][CH:10]=1)[OH:6]. Given the reactants [CH3:1][O:2][C:3](=[O:14])[C:4]1[C:5](=[C:7]([N+:11]([O-])=O)[CH:8]=[CH:9][CH:10]=1)[OH:6], predict the reaction product. (3) Given the reactants [CH2:1]([OH:8])[C:2]1[CH:7]=[CH:6][CH:5]=[CH:4][CH:3]=1.CN(C=O)C.[H-].[Na+].[Cl:16][CH2:17][C:18]([CH2:20]Cl)=[CH2:19], predict the reaction product. The product is: [Cl:16][CH2:17][C:18](=[CH2:19])[CH2:20][O:8][CH2:1][C:2]1[CH:7]=[CH:6][CH:5]=[CH:4][CH:3]=1. (4) Given the reactants Br[C:2]([CH3:7])([CH3:6])[C:3]([NH2:5])=[O:4].[CH3:8][N:9]1[C:17]([CH2:18][CH:19]2[CH2:24][CH2:23][NH:22][CH2:21][CH2:20]2)=[N:16][C:15]2[C:10]1=[N:11][C:12]([N:31]1[C:35]3[CH:36]=[CH:37][CH:38]=[CH:39][C:34]=3[N:33]=[C:32]1[CH3:40])=[N:13][C:14]=2[N:25]1[CH2:30][CH2:29][O:28][CH2:27][CH2:26]1, predict the reaction product. The product is: [CH3:6][C:2]([N:22]1[CH2:21][CH2:20][CH:19]([CH2:18][C:17]2[N:9]([CH3:8])[C:10]3[C:15]([N:16]=2)=[C:14]([N:25]2[CH2:30][CH2:29][O:28][CH2:27][CH2:26]2)[N:13]=[C:12]([N:31]2[C:35]4[CH:36]=[CH:37][CH:38]=[CH:39][C:34]=4[N:33]=[C:32]2[CH3:40])[N:11]=3)[CH2:24][CH2:23]1)([CH3:7])[C:3]([NH2:5])=[O:4]. (5) Given the reactants [C:1]1(B(O)O)[CH:6]=[CH:5][CH:4]=[CH:3][CH:2]=1.Br[C:11]1[CH:24]=[CH:23][C:22]2[C:13](=[CH:14][C:15]3[C:20]([CH:21]=2)=[CH:19][C:18](Br)=[CH:17][CH:16]=3)[CH:12]=1.C(=O)([O-])[O-].[Na+].[Na+], predict the reaction product. The product is: [C:1]1([C:18]2[CH:17]=[CH:16][C:15]3[C:20](=[CH:21][C:22]4[C:13]([CH:14]=3)=[CH:12][CH:11]=[CH:24][CH:23]=4)[CH:19]=2)[CH:6]=[CH:5][CH:4]=[CH:3][CH:2]=1. (6) Given the reactants [CH2:1]([N:4]1[C:16]2[C:15]3[CH:14]=[CH:13][CH:12]=[CH:11][C:10]=3[N:9]=[C:8](Cl)[C:7]=2[N:6]=[C:5]1[CH2:18][O:19][CH2:20][CH3:21])[CH:2]=[CH2:3].[NH3:22], predict the reaction product. The product is: [CH2:1]([N:4]1[C:16]2[C:15]3[CH:14]=[CH:13][CH:12]=[CH:11][C:10]=3[N:9]=[C:8]([NH2:22])[C:7]=2[N:6]=[C:5]1[CH2:18][O:19][CH2:20][CH3:21])[CH:2]=[CH2:3]. (7) Given the reactants [F:1][C:2]1[CH:3]=[C:4]([CH:29]=[C:30]([N:32]2[CH2:37][CH2:36][CH2:35][CH2:34][CH2:33]2)[CH:31]=1)[C:5]([NH:7][C:8]1[C:17]2[C:12](=[CH:13][CH:14]=[CH:15][CH:16]=2)[C:11]([O:18][C:19]2[CH:24]=[CH:23][N:22]=[C:21](S(C)(=O)=O)[N:20]=2)=[CH:10][CH:9]=1)=[O:6].[CH:38]1([NH2:41])[CH2:40][CH2:39]1, predict the reaction product. The product is: [CH:38]1([NH:41][C:21]2[N:20]=[C:19]([O:18][C:11]3[C:12]4[C:17](=[CH:16][CH:15]=[CH:14][CH:13]=4)[C:8]([NH:7][C:5](=[O:6])[C:4]4[CH:29]=[C:30]([N:32]5[CH2:37][CH2:36][CH2:35][CH2:34][CH2:33]5)[CH:31]=[C:2]([F:1])[CH:3]=4)=[CH:9][CH:10]=3)[CH:24]=[CH:23][N:22]=2)[CH2:40][CH2:39]1. (8) Given the reactants CCCC[N+](CCCC)(CCCC)CCCC.[F-].[F:19][C:20]([Si](C)(C)C)([F:22])[F:21].[Cl:27][C:28]1[C:33]([CH:34]=[O:35])=[CH:32][C:31]([C:36]#[N:37])=[CH:30][C:29]=1[NH:38][C:39]1[N:44]=[C:43]([NH:45][CH:46]2[CH2:48][CH2:47]2)[C:42]2=[N:49][CH:50]=[C:51]([C:52]#[N:53])[N:41]2[N:40]=1, predict the reaction product. The product is: [Cl:27][C:28]1[C:33]([CH:34]([OH:35])[C:20]([F:22])([F:21])[F:19])=[CH:32][C:31]([C:36]#[N:37])=[CH:30][C:29]=1[NH:38][C:39]1[N:44]=[C:43]([NH:45][CH:46]2[CH2:48][CH2:47]2)[C:42]2=[N:49][CH:50]=[C:51]([C:52]#[N:53])[N:41]2[N:40]=1. (9) Given the reactants [H-].[Na+].[OH:3][CH2:4][C@H:5]1[CH2:7][C@@H:6]1[CH:8]1[CH2:13][CH2:12][N:11]([C:14]([O:16][C:17]([CH3:20])([CH3:19])[CH3:18])=[O:15])[CH2:10][CH2:9]1.[Br:21][C:22]1[CH:23]=[CH:24][C:25]([CH2:28]Br)=[N:26][CH:27]=1, predict the reaction product. The product is: [Br:21][C:22]1[CH:23]=[CH:24][C:25]([CH2:28][O:3][CH2:4][C@H:5]2[CH2:7][C@@H:6]2[CH:8]2[CH2:9][CH2:10][N:11]([C:14]([O:16][C:17]([CH3:20])([CH3:19])[CH3:18])=[O:15])[CH2:12][CH2:13]2)=[N:26][CH:27]=1. (10) The product is: [Cl:1][C:2]1[CH:16]=[CH:15][C:5]([CH2:6][O:7][C:8]2[CH:13]=[CH:12][N:11]([C:18]3[CH:19]=[CH:20][C:21]4[N:25]=[C:24]([C:26](=[O:29])[CH2:27][CH3:28])[N:23]([CH3:30])[C:22]=4[CH:31]=3)[C:10](=[O:14])[CH:9]=2)=[CH:4][CH:3]=1. Given the reactants [Cl:1][C:2]1[CH:16]=[CH:15][C:5]([CH2:6][O:7][C:8]2[CH:13]=[CH:12][NH:11][C:10](=[O:14])[CH:9]=2)=[CH:4][CH:3]=1.Br[C:18]1[CH:19]=[CH:20][C:21]2[N:25]=[C:24]([C:26](=[O:29])[CH2:27][CH3:28])[N:23]([CH3:30])[C:22]=2[CH:31]=1.CNCCNC.C(=O)([O-])[O-].[K+].[K+], predict the reaction product.